From a dataset of NCI-60 drug combinations with 297,098 pairs across 59 cell lines. Regression. Given two drug SMILES strings and cell line genomic features, predict the synergy score measuring deviation from expected non-interaction effect. (1) Drug 1: C1=CC(=CC=C1CCCC(=O)O)N(CCCl)CCCl. Drug 2: C1CC(C1)(C(=O)O)C(=O)O.[NH2-].[NH2-].[Pt+2]. Cell line: SNB-19. Synergy scores: CSS=30.0, Synergy_ZIP=-14.5, Synergy_Bliss=-12.3, Synergy_Loewe=-17.1, Synergy_HSA=-9.10. (2) Synergy scores: CSS=33.9, Synergy_ZIP=-1.11, Synergy_Bliss=1.88, Synergy_Loewe=-7.70, Synergy_HSA=2.66. Drug 1: C1=CC(=C2C(=C1NCCNCCO)C(=O)C3=C(C=CC(=C3C2=O)O)O)NCCNCCO. Drug 2: CCN(CC)CCCC(C)NC1=C2C=C(C=CC2=NC3=C1C=CC(=C3)Cl)OC. Cell line: SK-MEL-5. (3) Cell line: SK-OV-3. Drug 2: CC1CCC2CC(C(=CC=CC=CC(CC(C(=O)C(C(C(=CC(C(=O)CC(OC(=O)C3CCCCN3C(=O)C(=O)C1(O2)O)C(C)CC4CCC(C(C4)OC)O)C)C)O)OC)C)C)C)OC. Synergy scores: CSS=36.0, Synergy_ZIP=-1.66, Synergy_Bliss=-2.05, Synergy_Loewe=3.73, Synergy_HSA=7.52. Drug 1: C1=C(C(=O)NC(=O)N1)F. (4) Drug 1: CCN(CC)CCNC(=O)C1=C(NC(=C1C)C=C2C3=C(C=CC(=C3)F)NC2=O)C. Drug 2: C1=NNC2=C1C(=O)NC=N2. Cell line: SF-539. Synergy scores: CSS=5.85, Synergy_ZIP=-7.03, Synergy_Bliss=-6.50, Synergy_Loewe=-7.21, Synergy_HSA=-4.24. (5) Drug 1: CCCCCOC(=O)NC1=NC(=O)N(C=C1F)C2C(C(C(O2)C)O)O. Drug 2: CC1=C(C(=CC=C1)Cl)NC(=O)C2=CN=C(S2)NC3=CC(=NC(=N3)C)N4CCN(CC4)CCO. Cell line: M14. Synergy scores: CSS=6.26, Synergy_ZIP=-2.78, Synergy_Bliss=-4.40, Synergy_Loewe=-8.43, Synergy_HSA=-3.44. (6) Drug 1: CC1OCC2C(O1)C(C(C(O2)OC3C4COC(=O)C4C(C5=CC6=C(C=C35)OCO6)C7=CC(=C(C(=C7)OC)O)OC)O)O. Cell line: NCI/ADR-RES. Synergy scores: CSS=1.41, Synergy_ZIP=-0.228, Synergy_Bliss=-1.75, Synergy_Loewe=0.464, Synergy_HSA=-1.82. Drug 2: CCC1(CC2CC(C3=C(CCN(C2)C1)C4=CC=CC=C4N3)(C5=C(C=C6C(=C5)C78CCN9C7C(C=CC9)(C(C(C8N6C)(C(=O)OC)O)OC(=O)C)CC)OC)C(=O)OC)O.OS(=O)(=O)O. (7) Drug 1: CNC(=O)C1=CC=CC=C1SC2=CC3=C(C=C2)C(=NN3)C=CC4=CC=CC=N4. Drug 2: CC1=C2C(C(=O)C3(C(CC4C(C3C(C(C2(C)C)(CC1OC(=O)C(C(C5=CC=CC=C5)NC(=O)OC(C)(C)C)O)O)OC(=O)C6=CC=CC=C6)(CO4)OC(=O)C)OC)C)OC. Cell line: OVCAR-8. Synergy scores: CSS=73.2, Synergy_ZIP=22.1, Synergy_Bliss=18.4, Synergy_Loewe=-9.13, Synergy_HSA=17.8. (8) Drug 1: C#CCC(CC1=CN=C2C(=N1)C(=NC(=N2)N)N)C3=CC=C(C=C3)C(=O)NC(CCC(=O)O)C(=O)O. Drug 2: CC1=C(C(=O)C2=C(C1=O)N3CC4C(C3(C2COC(=O)N)OC)N4)N. Cell line: NCI/ADR-RES. Synergy scores: CSS=6.08, Synergy_ZIP=-0.960, Synergy_Bliss=-1.12, Synergy_Loewe=-6.19, Synergy_HSA=-5.92. (9) Drug 1: C1=NC(=NC(=O)N1C2C(C(C(O2)CO)O)O)N. Drug 2: C1=CN(C=N1)CC(O)(P(=O)(O)O)P(=O)(O)O. Cell line: OVCAR-5. Synergy scores: CSS=6.41, Synergy_ZIP=-6.41, Synergy_Bliss=-1.98, Synergy_Loewe=-8.91, Synergy_HSA=-1.21.